Task: Regression. Given a peptide amino acid sequence and an MHC pseudo amino acid sequence, predict their binding affinity value. This is MHC class II binding data.. Dataset: Peptide-MHC class II binding affinity with 134,281 pairs from IEDB (1) The peptide sequence is SVAGRVDGLELKKLG. The MHC is DRB1_1101 with pseudo-sequence DRB1_1101. The binding affinity (normalized) is 0.318. (2) The binding affinity (normalized) is 0.266. The MHC is DRB4_0101 with pseudo-sequence DRB4_0103. The peptide sequence is STNDDEVLIEVNPPF. (3) The peptide sequence is DSEEPLQGPFNFRFL. The MHC is DRB1_0101 with pseudo-sequence DRB1_0101. The binding affinity (normalized) is 0.645. (4) The peptide sequence is PIIIDQKYCPNKICT. The MHC is DRB1_0405 with pseudo-sequence DRB1_0405. The binding affinity (normalized) is 0.135.